Dataset: Full USPTO retrosynthesis dataset with 1.9M reactions from patents (1976-2016). Task: Predict the reactants needed to synthesize the given product. (1) Given the product [Si:1]([O:8][CH2:9][C:10]1[N:15]=[CH:14][C:13]2[N:16]=[CH:17][N:18]([C:19]3[S:23][C:22]([C:24]([NH2:41])=[O:26])=[C:21]([O:28][C@@H:29]([C:31]4[CH:36]=[CH:35][CH:34]=[CH:33][C:32]=4[C:37]([F:39])([F:38])[F:40])[CH3:30])[CH:20]=3)[C:12]=2[CH:11]=1)([C:4]([CH3:5])([CH3:6])[CH3:7])([CH3:3])[CH3:2], predict the reactants needed to synthesize it. The reactants are: [Si:1]([O:8][CH2:9][C:10]1[N:15]=[CH:14][C:13]2[N:16]=[CH:17][N:18]([C:19]3[S:23][C:22]([C:24]([O:26]C)=O)=[C:21]([O:28][C@@H:29]([C:31]4[CH:36]=[CH:35][CH:34]=[CH:33][C:32]=4[C:37]([F:40])([F:39])[F:38])[CH3:30])[CH:20]=3)[C:12]=2[CH:11]=1)([C:4]([CH3:7])([CH3:6])[CH3:5])([CH3:3])[CH3:2].[NH3:41]. (2) Given the product [F:1][C:2]1[CH:3]=[CH:4][C:5]([O:22][CH3:23])=[C:6]([C:8]2[N:12]([CH2:13][CH2:14][O:15][CH2:16][Si:17]([CH3:19])([CH3:18])[CH3:20])[N:11]=[CH:10][C:9]=2[NH:21][C:33]([C:26]2[CH:25]=[N:24][N:28]3[CH:29]=[CH:30][CH:31]=[N:32][C:27]=23)=[O:34])[CH:7]=1, predict the reactants needed to synthesize it. The reactants are: [F:1][C:2]1[CH:3]=[CH:4][C:5]([O:22][CH3:23])=[C:6]([C:8]2[N:12]([CH2:13][CH2:14][O:15][CH2:16][Si:17]([CH3:20])([CH3:19])[CH3:18])[N:11]=[CH:10][C:9]=2[NH2:21])[CH:7]=1.[N:24]1[N:28]2[CH:29]=[CH:30][CH:31]=[N:32][C:27]2=[C:26]([C:33](Cl)=[O:34])[CH:25]=1. (3) Given the product [CH3:1][C:2]1[CH:3]=[CH:4][C:5]([C:11]2[S:19][CH:14]=[CH:13][N:12]=2)=[C:6]([CH:10]=1)[C:7]([OH:9])=[O:8], predict the reactants needed to synthesize it. The reactants are: [CH3:1][C:2]1[CH:3]=[CH:4][C:5]([C:11]2C=N[CH:14]=[CH:13][N:12]=2)=[C:6]([CH:10]=1)[C:7]([OH:9])=[O:8].BrC1[S:19]C=CN=1. (4) Given the product [CH3:1][O:2][C:3]1[C:11]2[C:6](=[CH:7][CH:8]=[C:9](/[CH:12]=[C:16](/[C:17](=[O:19])[CH3:18])\[C:14]#[N:15])[CH:10]=2)[NH:5][N:4]=1, predict the reactants needed to synthesize it. The reactants are: [CH3:1][O:2][C:3]1[C:11]2[C:6](=[CH:7][CH:8]=[C:9]([CH:12]=O)[CH:10]=2)[NH:5][N:4]=1.[C:14](/[CH:16]=[C:17](\[O-:19])/[CH3:18])#[N:15].[Na+].C(O)(=O)C.N1CCCCC1. (5) Given the product [CH2:1]([O:8][C:9]1[CH:14]=[C:13]([O:15][CH2:16][C:17]2[CH:22]=[CH:21][CH:20]=[CH:19][CH:18]=2)[C:12]([CH:23]([CH3:25])[CH3:24])=[CH:11][C:10]=1[C:26]1[O:30][N:29]=[C:28]([C:31]([NH:33][CH2:34][CH3:35])=[O:32])[C:27]=1[C:36]1[N:37]=[C:40]([CH:41]([CH3:43])[CH3:42])[O:39][N:38]=1)[C:2]1[CH:7]=[CH:6][CH:5]=[CH:4][CH:3]=1, predict the reactants needed to synthesize it. The reactants are: [CH2:1]([O:8][C:9]1[CH:14]=[C:13]([O:15][CH2:16][C:17]2[CH:22]=[CH:21][CH:20]=[CH:19][CH:18]=2)[C:12]([CH:23]([CH3:25])[CH3:24])=[CH:11][C:10]=1[C:26]1[O:30][N:29]=[C:28]([C:31]([NH:33][CH2:34][CH3:35])=[O:32])[C:27]=1[C:36](=[N:38][OH:39])[NH2:37])[C:2]1[CH:7]=[CH:6][CH:5]=[CH:4][CH:3]=1.[C:40](Cl)(=O)[CH:41]([CH3:43])[CH3:42]. (6) Given the product [Br:9][C:10]1[CH:11]=[CH:12][C:13]([F:17])=[C:14]([CH:15]=1)[O:16][CH2:2][C:3]([NH:5][CH:6]1[CH2:8][CH2:7]1)=[O:4], predict the reactants needed to synthesize it. The reactants are: Cl[CH2:2][C:3]([NH:5][CH:6]1[CH2:8][CH2:7]1)=[O:4].[Br:9][C:10]1[CH:11]=[CH:12][C:13]([F:17])=[C:14]([OH:16])[CH:15]=1.C([O-])([O-])=O.[K+].[K+]. (7) The reactants are: [NH2:1][C:2]1[C:11]2[N:12]=[C:13]([CH2:20][O:21]C)[N:14]([CH2:15][C:16]([CH3:19])([OH:18])[CH3:17])[C:10]=2[C:9]2[CH:8]=[CH:7][C:6]([CH2:23][CH2:24][S:25]([CH3:28])(=[O:27])=[O:26])=[CH:5][C:4]=2[N:3]=1. Given the product [NH2:1][C:2]1[C:11]2[N:12]=[C:13]([CH2:20][OH:21])[N:14]([CH2:15][C:16]([CH3:19])([OH:18])[CH3:17])[C:10]=2[C:9]2[CH:8]=[CH:7][C:6]([CH2:23][CH2:24][S:25]([CH3:28])(=[O:27])=[O:26])=[CH:5][C:4]=2[N:3]=1, predict the reactants needed to synthesize it. (8) Given the product [CH2:17]([N:24]1[CH2:28][CH2:27][C@@H:26]([NH:29][C:8]([NH:9][C:10]2[CH:11]=[N:12][CH:13]=[CH:14][CH:15]=2)=[O:16])[CH2:25]1)[C:18]1[CH:19]=[CH:20][CH:21]=[CH:22][CH:23]=1, predict the reactants needed to synthesize it. The reactants are: C1(O[C:8](=[O:16])[NH:9][C:10]2[CH:11]=[N:12][CH:13]=[CH:14][CH:15]=2)C=CC=CC=1.[CH2:17]([N:24]1[CH2:28][CH2:27][C@@H:26]([NH2:29])[CH2:25]1)[C:18]1[CH:23]=[CH:22][CH:21]=[CH:20][CH:19]=1.